Dataset: Peptide-MHC class II binding affinity with 134,281 pairs from IEDB. Task: Regression. Given a peptide amino acid sequence and an MHC pseudo amino acid sequence, predict their binding affinity value. This is MHC class II binding data. (1) The peptide sequence is KKCDESVLTRLEAWLTE. The MHC is DRB1_0301 with pseudo-sequence DRB1_0301. The binding affinity (normalized) is 0.369. (2) The peptide sequence is GYTIPTCRKLDELGSKGLWAD. The MHC is DRB1_1501 with pseudo-sequence DRB1_1501. The binding affinity (normalized) is 0.345. (3) The peptide sequence is KPIFHFVGTSTFSEY. The MHC is DRB1_0101 with pseudo-sequence DRB1_0101. The binding affinity (normalized) is 0.642. (4) The peptide sequence is PIYIVTPTNASHIQS. The MHC is DRB1_1501 with pseudo-sequence DRB1_1501. The binding affinity (normalized) is 0.302. (5) The peptide sequence is FTDASTVASAQIH. The MHC is HLA-DPA10201-DPB10101 with pseudo-sequence HLA-DPA10201-DPB10101. The binding affinity (normalized) is 0.322. (6) The peptide sequence is EADYSQIPISINYRT. The MHC is DRB3_0101 with pseudo-sequence DRB3_0101. The binding affinity (normalized) is 0.181.